Task: Predict the product of the given reaction.. Dataset: Forward reaction prediction with 1.9M reactions from USPTO patents (1976-2016) (1) Given the reactants Cl[C:2]1[N:7]=[C:6]([C:8]2[CH:13]=[CH:12][CH:11]=[CH:10][CH:9]=2)[N:5]=[C:4]([N:14]2[CH2:19][CH2:18][CH:17]([C:20]([NH:22][CH2:23][C:24]3[CH:29]=[CH:28][CH:27]=[CH:26][C:25]=3[C:30]([F:33])([F:32])[F:31])=[O:21])[CH2:16][CH2:15]2)[CH:3]=1.[CH3:34][NH2:35].CCO, predict the reaction product. The product is: [CH3:34][NH:35][C:2]1[N:7]=[C:6]([C:8]2[CH:13]=[CH:12][CH:11]=[CH:10][CH:9]=2)[N:5]=[C:4]([N:14]2[CH2:19][CH2:18][CH:17]([C:20]([NH:22][CH2:23][C:24]3[CH:29]=[CH:28][CH:27]=[CH:26][C:25]=3[C:30]([F:33])([F:32])[F:31])=[O:21])[CH2:16][CH2:15]2)[CH:3]=1. (2) Given the reactants Br[CH2:2][C:3]([O:5][CH2:6][CH3:7])=[O:4].[NH:8]([C:20]([O:22][CH2:23][C:24]1[CH:29]=[CH:28][CH:27]=[CH:26][CH:25]=1)=[O:21])[C@H:9]([C:11]([NH:13][C@H:14]([C:16]([NH:18][NH2:19])=[O:17])[CH3:15])=[O:12])[CH3:10].CN1CCOCC1.C(Cl)Cl, predict the reaction product. The product is: [NH:8]([C:20]([O:22][CH2:23][C:24]1[CH:25]=[CH:26][CH:27]=[CH:28][CH:29]=1)=[O:21])[C@H:9]([C:11]([NH:13][C@H:14]([C:16]([NH:18][NH:19][CH2:2][C:3]([O:5][CH2:6][CH3:7])=[O:4])=[O:17])[CH3:15])=[O:12])[CH3:10].